Dataset: Reaction yield outcomes from USPTO patents with 853,638 reactions. Task: Predict the reaction yield, written as a fraction of the theoretical maximum amount of product (1.0 means a 100% yield; for example, 0.34 means a 34% yield). (1) The reactants are [CH3:1][NH2:2].[F:3][C:4]1[CH:9]=[CH:8][CH:7]=[C:6](F)[C:5]=1[N+:11]([O-:13])=[O:12]. The catalyst is CO. The product is [F:3][C:4]1[C:5]([N+:11]([O-:13])=[O:12])=[C:6]([CH:7]=[CH:8][CH:9]=1)[NH:2][CH3:1]. The yield is 0.930. (2) The reactants are [F:1][C:2]1[CH:18]=[C:17]([CH:19]=[CH2:20])[CH:16]=[CH:15][C:3]=1[O:4][C:5]1[CH:10]=[CH:9][CH:8]=[C:7]([C:11]([F:14])([F:13])[F:12])[N:6]=1.B1C2CCCC1CCC2.C1C[O:33]CC1. No catalyst specified. The product is [F:1][C:2]1[CH:18]=[C:17]([CH2:19][CH2:20][OH:33])[CH:16]=[CH:15][C:3]=1[O:4][C:5]1[CH:10]=[CH:9][CH:8]=[C:7]([C:11]([F:14])([F:13])[F:12])[N:6]=1. The yield is 0.391.